Dataset: Forward reaction prediction with 1.9M reactions from USPTO patents (1976-2016). Task: Predict the product of the given reaction. (1) Given the reactants F[C:2]1[CH:3]=[C:4]([CH:7]=[C:8]([N:10]2[CH2:16][CH2:15][CH2:14][C:13]3[N:17]=[C:18]([C:20]4[CH:25]=[CH:24][CH:23]=[CH:22][N:21]=4)[O:19][C:12]=3[CH2:11]2)[CH:9]=1)[C:5]#[N:6].[F:26]C1C=CC(C(O)=O)=NC=1.BrC1C=C(C=CC=1)C#N.C(Cl)Cl, predict the reaction product. The product is: [F:26][C:23]1[CH:24]=[CH:25][C:20]([C:18]2[O:19][C:12]3[CH2:11][N:10]([C:8]4[CH:7]=[C:4]([CH:3]=[CH:2][CH:9]=4)[C:5]#[N:6])[CH2:16][CH2:15][CH2:14][C:13]=3[N:17]=2)=[N:21][CH:22]=1. (2) Given the reactants [N:1]1[C:8]([Cl:9])=[N:7][C:5](Cl)=[N:4][C:2]=1[Cl:3].CN(C1C2C(N(C)C)=CC=CC=2C=CC=1)C.[CH3:26][O:27][C:28]1[CH:36]=[CH:35][C:31]([CH2:32][CH2:33][NH2:34])=[CH:30][CH:29]=1.C(O)(=O)CC(CC(O)=O)(C(O)=O)O, predict the reaction product. The product is: [Cl:9][C:8]1[N:1]=[C:2]([Cl:3])[N:4]=[C:5]([NH:34][CH2:33][CH2:32][C:31]2[CH:35]=[CH:36][C:28]([O:27][CH3:26])=[CH:29][CH:30]=2)[N:7]=1. (3) Given the reactants [C:1]([NH:4][C:5]1[N:14]=[CH:13][C:12]2[C:7](=[N:8][CH:9]=[C:10]([C:15]3[CH:20]=[CH:19][C:18]([F:21])=[CH:17][CH:16]=3)[N:11]=2)[N:6]=1)(=[O:3])[CH3:2].[NH:22]1[CH:26]=[N:25][CH:24]=[N:23]1.C(N(C(C)C)CC)(C)C.P(Cl)(Cl)(Cl)=O, predict the reaction product. The product is: [C:1]([NH:4][C:5]1[N:14]=[C:13]([C:26]2[N:25]=[CH:24][NH:23][N:22]=2)[C:12]2[C:7](=[N:8][CH:9]=[C:10]([C:15]3[CH:20]=[CH:19][C:18]([F:21])=[CH:17][CH:16]=3)[N:11]=2)[N:6]=1)(=[O:3])[CH3:2]. (4) The product is: [CH3:14][O:15][C:16]1[CH:17]=[C:18]2[C:23](=[CH:24][C:25]=1[O:26][CH3:27])[N:22]=[CH:21][N:20]=[C:19]2[NH:28][C:29]1[S:30][C:31]2[CH:37]=[C:36]([NH:38][C:10]([NH:9][C:5]3[CH:6]=[CH:7][CH:8]=[C:3]([C:2]([F:12])([F:13])[F:1])[CH:4]=3)=[O:11])[CH:35]=[CH:34][C:32]=2[N:33]=1. Given the reactants [F:1][C:2]([F:13])([F:12])[C:3]1[CH:4]=[C:5]([N:9]=[C:10]=[O:11])[CH:6]=[CH:7][CH:8]=1.[CH3:14][O:15][C:16]1[CH:17]=[C:18]2[C:23](=[CH:24][C:25]=1[O:26][CH3:27])[N:22]=[CH:21][N:20]=[C:19]2[NH:28][C:29]1[S:30][C:31]2[CH:37]=[C:36]([NH2:38])[CH:35]=[CH:34][C:32]=2[N:33]=1, predict the reaction product. (5) Given the reactants C([N:8]1[C:17]2[C:16]3[CH:18]=[CH:19][CH:20]=[CH:21][C:15]=3[N:14]([C:22]([C:24]3[CH:45]=[CH:44][C:27]([CH2:28][NH:29][C:30]([CH:32]4[CH2:37][CH2:36][N:35]([CH2:38][CH2:39][C:40]([CH3:43])([CH3:42])[CH3:41])[CH2:34][CH2:33]4)=[O:31])=[C:26]([CH3:46])[CH:25]=3)=[O:23])[CH2:13][CH2:12][C:11]=2[N:10]=[C:9]1[CH3:47])C1C=CC=CC=1.C1CCCCC=1, predict the reaction product. The product is: [CH3:46][C:26]1[CH:25]=[C:24]([C:22]([N:14]2[CH2:13][CH2:12][C:11]3[N:10]=[C:9]([CH3:47])[NH:8][C:17]=3[C:16]3[CH:18]=[CH:19][CH:20]=[CH:21][C:15]2=3)=[O:23])[CH:45]=[CH:44][C:27]=1[CH2:28][NH:29][C:30]([CH:32]1[CH2:33][CH2:34][N:35]([CH2:38][CH2:39][C:40]([CH3:43])([CH3:42])[CH3:41])[CH2:36][CH2:37]1)=[O:31]. (6) Given the reactants [C:1]1([N:7]=[C:8]=[O:9])[CH:6]=[CH:5][CH:4]=[CH:3][CH:2]=1.[O:10]1[CH2:15][CH2:14][NH:13][C:12]2[CH:16]=[CH:17][C:18]([C:20]3[CH:21]=[CH:22][C:23]([O:26][CH2:27][C:28]([CH3:34])([CH3:33])[C:29]([O:31][CH3:32])=[O:30])=[N:24][CH:25]=3)=[CH:19][C:11]1=2, predict the reaction product. The product is: [CH3:33][C:28]([CH3:34])([CH2:27][O:26][C:23]1[CH:22]=[CH:21][C:20]([C:18]2[CH:17]=[CH:16][C:12]3[N:13]([C:8](=[O:9])[NH:7][C:1]4[CH:6]=[CH:5][CH:4]=[CH:3][CH:2]=4)[CH2:14][CH2:15][O:10][C:11]=3[CH:19]=2)=[CH:25][N:24]=1)[C:29]([O:31][CH3:32])=[O:30].